From a dataset of Full USPTO retrosynthesis dataset with 1.9M reactions from patents (1976-2016). Predict the reactants needed to synthesize the given product. (1) Given the product [CH3:15][C@H:10]1[O:11][C@@H:12]([CH3:14])[CH2:13][N:8]([C:5]2[C:4]([CH:16]=[O:17])=[CH:3][C:2]([C:20]3[CH:21]=[CH:22][O:18][CH:19]=3)=[CH:7][N:6]=2)[CH2:9]1, predict the reactants needed to synthesize it. The reactants are: Br[C:2]1[CH:3]=[C:4]([CH:16]=[O:17])[C:5]([N:8]2[CH2:13][C@@H:12]([CH3:14])[O:11][C@@H:10]([CH3:15])[CH2:9]2)=[N:6][CH:7]=1.[O:18]1[CH:22]=[CH:21][C:20](B(O)O)=[CH:19]1. (2) Given the product [Br:1][C:2]1[CH:10]=[CH:9][C:5]([C:6]([NH:40][S:37]([C:27]2[CH:32]=[CH:31][CH:30]=[CH:29][C:28]=2[S:33](=[O:35])(=[O:34])[NH2:36])(=[O:39])=[O:38])=[O:8])=[CH:4][C:3]=1[O:11][CH:12]([CH3:14])[CH3:13], predict the reactants needed to synthesize it. The reactants are: [Br:1][C:2]1[CH:10]=[CH:9][C:5]([C:6]([OH:8])=O)=[CH:4][C:3]=1[O:11][CH:12]([CH3:14])[CH3:13].Cl.CN(C)CCCN=C=NCC.[C:27]1([S:37]([NH2:40])(=[O:39])=[O:38])[C:28]([S:33]([NH2:36])(=[O:35])=[O:34])=[CH:29][CH:30]=[CH:31][CH:32]=1. (3) Given the product [O:30]1[CH:31]=[CH:32][CH:33]=[C:29]1[C:28]1[N:24]([C:18]2[CH:19]=[CH:20][CH:21]=[CH:22][CH:23]=2)[N:25]=[C:26]([CH2:34][NH:17][CH2:16][CH2:15][N:12]2[CH2:11][CH2:10][N:9]([C:6]3[CH:5]=[CH:4][C:3]([O:2][CH3:1])=[CH:8][CH:7]=3)[CH2:14][CH2:13]2)[CH:27]=1, predict the reactants needed to synthesize it. The reactants are: [CH3:1][O:2][C:3]1[CH:8]=[CH:7][C:6]([N:9]2[CH2:14][CH2:13][N:12]([CH2:15][CH2:16][NH2:17])[CH2:11][CH2:10]2)=[CH:5][CH:4]=1.[C:18]1([N:24]2[C:28]([C:29]3[O:30][CH:31]=[CH:32][CH:33]=3)=[CH:27][C:26]([CH:34]=O)=[N:25]2)[CH:23]=[CH:22][CH:21]=[CH:20][CH:19]=1. (4) Given the product [Cl:1][C:2]1[C:11]([C@H:12]([OH:14])[CH3:13])=[CH:10][C:9]2[C:4](=[CH:5][C:6]([F:15])=[CH:7][CH:8]=2)[N:3]=1, predict the reactants needed to synthesize it. The reactants are: [Cl:1][C:2]1[C:11]([C:12](=[O:14])[CH3:13])=[CH:10][C:9]2[C:4](=[CH:5][C:6]([F:15])=[CH:7][CH:8]=2)[N:3]=1.C(=O)=O.C(#N)C. (5) The reactants are: [CH3:1][O:2][C:3]([C:5]1[C:6]([OH:25])=[C:7]2[C:12](=[C:13](Br)[N:14]=1)[N:11]([CH2:16][C:17]1[CH:22]=[CH:21][CH:20]=[CH:19][CH:18]=1)[C:10](=[O:23])[C:9]([CH3:24])=[CH:8]2)=[O:4].[CH3:26][Sn](C)(C)C.CCOC(C)=O.Cl. Given the product [CH3:1][O:2][C:3]([C:5]1[C:6]([OH:25])=[C:7]2[C:12](=[C:13]([CH3:26])[N:14]=1)[N:11]([CH2:16][C:17]1[CH:22]=[CH:21][CH:20]=[CH:19][CH:18]=1)[C:10](=[O:23])[C:9]([CH3:24])=[CH:8]2)=[O:4], predict the reactants needed to synthesize it.